From a dataset of Forward reaction prediction with 1.9M reactions from USPTO patents (1976-2016). Predict the product of the given reaction. Given the reactants [N+:1]([C:4]1[CH:12]=[CH:11][C:7]([C:8]([OH:10])=O)=[CH:6][C:5]=1[CH3:13])([O-:3])=[O:2].C(Cl)(=O)C(Cl)=O.[NH2:20][C:21]1[S:22][CH:23]=[CH:24][N:25]=1.N1C=CC=CC=1, predict the reaction product. The product is: [N+:1]([C:4]1[CH:12]=[CH:11][C:7]([C:8]([NH:20][C:21]2[S:22][CH:23]=[CH:24][N:25]=2)=[O:10])=[CH:6][C:5]=1[CH3:13])([O-:3])=[O:2].